From a dataset of Full USPTO retrosynthesis dataset with 1.9M reactions from patents (1976-2016). Predict the reactants needed to synthesize the given product. (1) Given the product [Cl:46][C:37]1[CH:38]=[C:39]([CH:44]=[CH:45][C:36]=1[NH:35][C:2]1[N:3]=[C:4]([O:29][CH:30]2[CH2:34][CH2:33][CH2:32][CH2:31]2)[C:5]2[C:10]([C:11]3[CH:20]=[CH:19][C:14]4[N:15]=[C:16]([CH3:18])[O:17][C:13]=4[CH:12]=3)=[CH:9][N:8]([CH2:21][O:22][CH2:23][CH2:24][Si:25]([CH3:28])([CH3:27])[CH3:26])[C:6]=2[N:7]=1)[C:40]([NH:42][CH3:43])=[O:41], predict the reactants needed to synthesize it. The reactants are: Cl[C:2]1[N:3]=[C:4]([O:29][CH:30]2[CH2:34][CH2:33][CH2:32][CH2:31]2)[C:5]2[C:10]([C:11]3[CH:20]=[CH:19][C:14]4[N:15]=[C:16]([CH3:18])[O:17][C:13]=4[CH:12]=3)=[CH:9][N:8]([CH2:21][O:22][CH2:23][CH2:24][Si:25]([CH3:28])([CH3:27])[CH3:26])[C:6]=2[N:7]=1.[NH2:35][C:36]1[CH:45]=[CH:44][C:39]([C:40]([NH:42][CH3:43])=[O:41])=[CH:38][C:37]=1[Cl:46].C(=O)([O-])[O-].[Cs+].[Cs+].C1(P(C2C=CC=CC=2)C2C=CC3C(=CC=CC=3)C=2C2C3C(=CC=CC=3)C=CC=2P(C2C=CC=CC=2)C2C=CC=CC=2)C=CC=CC=1. (2) Given the product [C:1]([C:3]1[CH:12]=[CH:11][C:6]([C:7]([OH:9])=[O:8])=[CH:5][C:4]=1[N:13]1[CH:17]=[CH:16][CH:15]=[N:14]1)#[N:2], predict the reactants needed to synthesize it. The reactants are: [C:1]([C:3]1[CH:12]=[CH:11][C:6]([C:7]([O:9]C)=[O:8])=[CH:5][C:4]=1[N:13]1[CH:17]=[CH:16][CH:15]=[N:14]1)#[N:2].Cl. (3) Given the product [NH2:9][C@H:10]([CH2:35][C:36]1[CH:41]=[CH:40][CH:39]=[CH:38][CH:37]=1)[CH2:11][C:12]([N:14]1[CH2:34][CH2:33][CH2:32][C@H:15]1[C:16]([NH:18][CH2:19][C:20]1[CH:30]=[C:29]([Cl:31])[CH:28]=[CH:27][C:21]=1[O:22][CH2:23][C:24]([NH:45][CH:42]1[CH2:44][CH2:43]1)=[O:26])=[O:17])=[O:13], predict the reactants needed to synthesize it. The reactants are: C(=O)(OC(C)(C)C)N.[NH2:9][C@H:10]([CH2:35][C:36]1[CH:41]=[CH:40][CH:39]=[CH:38][CH:37]=1)[CH2:11][C:12]([N:14]1[CH2:34][CH2:33][CH2:32][C@H:15]1[C:16]([NH:18][CH2:19][C:20]1[CH:30]=[C:29]([Cl:31])[CH:28]=[CH:27][C:21]=1[O:22][CH2:23][C:24]([OH:26])=O)=[O:17])=[O:13].[CH:42]1([NH2:45])[CH2:44][CH2:43]1. (4) Given the product [CH3:1][O:2][C:3]1[CH:8]=[C:7]([CH3:9])[CH:6]=[C:5]2[C:4]=1[C:10]([CH3:20])([CH3:21])[CH2:11][C:12]([OH:19])([C:15]([F:18])([F:16])[F:17])[CH:13]2[NH:22][C:23]1[CH:32]=[CH:31][CH:30]=[C:29]2[C:24]=1[CH:25]=[N:26][N:27]([CH3:34])[C:28]2=[O:33], predict the reactants needed to synthesize it. The reactants are: [CH3:1][O:2][C:3]1[CH:8]=[C:7]([CH3:9])[CH:6]=[CH:5][C:4]=1[C:10]([CH3:21])([CH3:20])[CH2:11][C:12]([OH:19])([C:15]([F:18])([F:17])[F:16])[CH:13]=O.[NH2:22][C:23]1[CH:32]=[CH:31][CH:30]=[C:29]2[C:24]=1[CH:25]=[N:26][N:27]([CH3:34])[C:28]2=[O:33]. (5) Given the product [NH2:1][C@@H:2]([CH2:6][S:7][CH2:8][CH:9]1[CH2:11][CH2:10]1)[CH2:3][OH:4], predict the reactants needed to synthesize it. The reactants are: [NH2:1][C@@H:2]([CH2:6][S:7][CH2:8][CH:9]1[CH2:11][CH2:10]1)[C:3](O)=[O:4].[H][H]. (6) Given the product [O:9]=[C:6]1[C:5]2[CH:10]=[CH:11][O:12][C:4]=2[C:3]([CH2:2][C:13]([O:16][CH3:18])=[O:15])=[CH:8][NH:17]1, predict the reactants needed to synthesize it. The reactants are: O[CH2:2][C:3]1[C:4]2[O:12][CH:11]=[CH:10][C:5]=2[C:6](=[O:9])O[CH:8]=1.[C:13]([O-:16])(=[O:15])C.[NH4+:17].[C:18](O)(=O)C. (7) Given the product [Cl:1][C:2]1[CH:3]=[C:4]2[C:8](=[CH:9][CH:10]=1)[N:7]([CH2:11][CH2:12][S:13]([CH3:16])(=[O:15])=[O:14])[C:6]([CH2:17][Cl:21])=[CH:5]2, predict the reactants needed to synthesize it. The reactants are: [Cl:1][C:2]1[CH:3]=[C:4]2[C:8](=[CH:9][CH:10]=1)[N:7]([CH2:11][CH2:12][S:13]([CH3:16])(=[O:15])=[O:14])[C:6]([CH2:17]O)=[CH:5]2.S(Cl)([Cl:21])=O.C(=O)(O)[O-].[Na+].